Dataset: Catalyst prediction with 721,799 reactions and 888 catalyst types from USPTO. Task: Predict which catalyst facilitates the given reaction. (1) Reactant: [CH3:1][O:2][C:3](=[O:12])[C:4]1[CH:9]=[C:8]([F:10])[CH:7]=[CH:6][C:5]=1[NH2:11].[Br:13][C:14]1[CH:15]=[C:16]([CH:19]=[CH:20][CH:21]=1)[CH:17]=O.O.[O-]S(C(F)(F)F)(=O)=O.[Yb+3].[O-]S(C(F)(F)F)(=O)=O.[O-]S(C(F)(F)F)(=O)=O.[CH2:48]=[C:49]([CH3:51])[CH3:50]. Product: [CH3:1][O:2][C:3]([C:4]1[CH:9]=[C:8]([F:10])[CH:7]=[C:6]2[C:5]=1[NH:11][CH:17]([C:16]1[CH:19]=[CH:20][CH:21]=[C:14]([Br:13])[CH:15]=1)[CH2:48][C:49]2([CH3:51])[CH3:50])=[O:12]. The catalyst class is: 10. (2) Reactant: [CH:1]1C=C(Cl)C=C(C(OO)=O)C=1.[CH2:12]([O:14][C:15]([C:17]1[C:18](=[O:35])[C:19]2[CH:24]=[N:23][C:22](SC)=[N:21][C:20]=2[N:27]([CH:29]2[CH2:34][CH2:33][CH2:32][CH2:31][CH2:30]2)[CH:28]=1)=[O:16])[CH3:13].[O-:36][S:37]([O-:39])=O.[Na+].[Na+]. Product: [CH2:12]([O:14][C:15]([C:17]1[C:18](=[O:35])[C:19]2[CH:24]=[N:23][C:22]([S:37]([CH3:1])(=[O:39])=[O:36])=[N:21][C:20]=2[N:27]([CH:29]2[CH2:30][CH2:31][CH2:32][CH2:33][CH2:34]2)[CH:28]=1)=[O:16])[CH3:13]. The catalyst class is: 4. (3) Reactant: [F:1][C:2]1[CH:3]=[CH:4][C:5]([CH3:41])=[C:6]([CH2:8][CH:9]([NH:11][C:12]2[CH:17]=[CH:16][NH:15][C:14](=[O:18])[C:13]=2[C:19]2[NH:40][C:22]3=[CH:23][C:24]4[C:25](=O)[N:26]([CH:32]5[CH2:37][CH2:36][N:35]([CH3:38])[CH2:34][CH2:33]5)[C:27](=[O:31])[C:28]=4[C:29]([CH3:30])=[C:21]3[N:20]=2)[CH3:10])[CH:7]=1. Product: [F:1][C:2]1[CH:3]=[CH:4][C:5]([CH3:41])=[C:6]([CH2:8][CH:9]([NH:11][C:12]2[CH:17]=[CH:16][NH:15][C:14](=[O:18])[C:13]=2[C:19]2[NH:40][C:22]3=[CH:23][C:24]4[CH2:25][N:26]([CH:32]5[CH2:37][CH2:36][N:35]([CH3:38])[CH2:34][CH2:33]5)[C:27](=[O:31])[C:28]=4[C:29]([CH3:30])=[C:21]3[N:20]=2)[CH3:10])[CH:7]=1. The catalyst class is: 763. (4) Reactant: [CH3:1][S:2][C:3]1[CH:11]=[CH:10][CH:9]=[CH:8][C:4]=1[C:5](Cl)=[O:6].[Al+3].[Cl-].[Cl-].[Cl-].C(Cl)Cl.[CH3:19][C:20]1[CH:21]=[CH:22][C:23]([CH3:26])=[CH:24][CH:25]=1. Product: [CH3:19][C:20]1[CH:21]=[CH:22][C:23]([CH3:26])=[CH:24][C:25]=1[C:5]([C:4]1[CH:8]=[CH:9][CH:10]=[CH:11][C:3]=1[S:2][CH3:1])=[O:6]. The catalyst class is: 6. (5) Reactant: [CH:1]12[CH2:7][CH:4]([CH:5]=[CH:6]1)[CH2:3][CH:2]2[C:8]([OH:10])=[O:9].[CH2:11]=[CH2:12]. Product: [CH:1]12[CH2:7][CH:4]([CH:5]=[CH:6]1)[CH2:3][CH:2]2[C:8]([OH:10])=[O:9].[CH2:11]=[CH2:12]. The catalyst class is: 11. (6) Reactant: [OH:1][C:2]1[C:3]([CH:12]([N:21]2[CH2:26][CH2:25][O:24][CH2:23][CH2:22]2)[C:13]2[CH:20]=[CH:19][C:16]([C:17]#[N:18])=[CH:15][CH:14]=2)=[CH:4][CH:5]=[C:6]2[C:11]=1[N:10]=[CH:9][CH:8]=[CH:7]2.S(=O)(=O)(O)[OH:28].C([O-])(O)=O.[Na+]. Product: [OH:1][C:2]1[C:3]([CH:12]([N:21]2[CH2:22][CH2:23][O:24][CH2:25][CH2:26]2)[C:13]2[CH:14]=[CH:15][C:16]([C:17]([NH2:18])=[O:28])=[CH:19][CH:20]=2)=[CH:4][CH:5]=[C:6]2[C:11]=1[N:10]=[CH:9][CH:8]=[CH:7]2. The catalyst class is: 66.